This data is from Full USPTO retrosynthesis dataset with 1.9M reactions from patents (1976-2016). The task is: Predict the reactants needed to synthesize the given product. (1) Given the product [F:40][C:37]1[CH:36]=[CH:35][C:34]([C:31]2[CH:30]=[CH:29][C:28]([C:6]3[N:10]4[CH:11]=[CH:12][C:13]([C:15]([F:16])([F:17])[F:18])=[N:14][C:9]4=[N:8][CH:7]=3)=[CH:33][N:32]=2)=[CH:39][CH:38]=1, predict the reactants needed to synthesize it. The reactants are: C([Sn](CCCC)(CCCC)[C:6]1[N:10]2[CH:11]=[CH:12][C:13]([C:15]([F:18])([F:17])[F:16])=[N:14][C:9]2=[N:8][CH:7]=1)CCC.Br[C:28]1[CH:29]=[CH:30][C:31]([C:34]2[CH:39]=[CH:38][C:37]([F:40])=[CH:36][CH:35]=2)=[N:32][CH:33]=1. (2) Given the product [C:28]([O:31][CH2:32][C:33]1[C:38]([N:39]2[C:51](=[O:52])[C:50]3[S:49][C:48]4[CH2:47][CH2:46][CH2:45][CH2:44][C:43]=4[C:42]=3[CH2:41][CH2:40]2)=[CH:37][C:36]([F:53])=[CH:35][C:34]=1[C:15]1[CH:16]=[C:11]([NH:10][C:2]2[CH:3]=[C:4]3[N:9]([N:1]=2)[CH2:8][CH2:7][O:6][CH2:5]3)[C:12](=[O:27])[N:13]([CH3:26])[CH:14]=1)(=[O:30])[CH3:29], predict the reactants needed to synthesize it. The reactants are: [N:1]1[N:9]2[C:4]([CH2:5][O:6][CH2:7][CH2:8]2)=[CH:3][C:2]=1[NH:10][C:11]1[C:12](=[O:27])[N:13]([CH3:26])[CH:14]=[C:15](B2OC(C)(C)C(C)(C)O2)[CH:16]=1.[C:28]([O:31][CH2:32][C:33]1[C:38]([N:39]2[C:51](=[O:52])[C:50]3[S:49][C:48]4[CH2:47][CH2:46][CH2:45][CH2:44][C:43]=4[C:42]=3[CH2:41][CH2:40]2)=[CH:37][C:36]([F:53])=[CH:35][C:34]=1Br)(=[O:30])[CH3:29].C([O-])([O-])=O.[Na+].[Na+]. (3) Given the product [CH2:1]([N:8]1[C:16]2[C:11](=[CH:12][C:13]([NH:17][C:18]3[C:27]4[C:22](=[CH:23][CH:24]=[C:25]([C:29]([OH:31])=[O:30])[CH:26]=4)[N:21]=[CH:20][N:19]=3)=[CH:14][CH:15]=2)[CH:10]=[N:9]1)[C:2]1[CH:7]=[CH:6][CH:5]=[CH:4][CH:3]=1, predict the reactants needed to synthesize it. The reactants are: [CH2:1]([N:8]1[C:16]2[C:11](=[CH:12][C:13]([NH:17][C:18]3[C:27]4[C:22](=[CH:23][CH:24]=[C:25](I)[CH:26]=4)[N:21]=[CH:20][N:19]=3)=[CH:14][CH:15]=2)[CH:10]=[N:9]1)[C:2]1[CH:7]=[CH:6][CH:5]=[CH:4][CH:3]=1.[CH:29]([O-:31])=[O:30].[Na+].C1(P(C2C=CC=CC=2)C2C=CC=CC=2)C=CC=CC=1.[OH-].[Na+]. (4) Given the product [Cl:14][C:15]1[CH:16]=[C:17]2[C:22](=[CH:23][CH:24]=1)[O:21][C:20](=[O:25])[CH:19]=[C:18]2[NH:26][CH:27]1[CH2:32][CH2:31][N:30]([CH:2]([C:4]2[CH:5]=[C:6]3[C:11](=[CH:12][CH:13]=2)[N:10]=[CH:9][CH:8]=[CH:7]3)[CH3:3])[CH2:29][CH2:28]1, predict the reactants needed to synthesize it. The reactants are: Br[CH:2]([C:4]1[CH:5]=[C:6]2[C:11](=[CH:12][CH:13]=1)[N:10]=[CH:9][CH:8]=[CH:7]2)[CH3:3].[Cl:14][C:15]1[CH:16]=[C:17]2[C:22](=[CH:23][CH:24]=1)[O:21][C:20](=[O:25])[CH:19]=[C:18]2[NH:26][CH:27]1[CH2:32][CH2:31][NH:30][CH2:29][CH2:28]1.C([O-])([O-])=O.[K+].[K+].O. (5) Given the product [Cl:41][C:14]1[C:13]2[C:18](=[CH:19][C:10]([S:7]([N:6]([C:3]3[CH:4]=[CH:5][O:1][N:2]=3)[CH2:21][C:22]3[CH:27]=[CH:26][C:25]([O:28][CH3:29])=[CH:24][CH:23]=3)(=[O:9])=[O:8])=[CH:11][CH:12]=2)[N:17]=[CH:16][N:15]=1, predict the reactants needed to synthesize it. The reactants are: [O:1]1[CH:5]=[CH:4][C:3]([N:6]([CH2:21][C:22]2[CH:27]=[CH:26][C:25]([O:28][CH3:29])=[CH:24][CH:23]=2)[S:7]([C:10]2[CH:19]=[C:18]3[C:13]([C:14](=O)[NH:15][CH:16]=[N:17]3)=[CH:12][CH:11]=2)(=[O:9])=[O:8])=[N:2]1.CCN(C(C)C)C(C)C.P(Cl)(Cl)([Cl:41])=O.N1C=CC=CC=1. (6) The reactants are: N1[CH:6]=[CH:5][CH:4]=[C:3]([B:7]([OH:9])[OH:8])[CH:2]=1.CCN(CC)CC.[CH3:17][O:18]CCOC. Given the product [OH:18][C:17]1[CH:2]=[C:3]([B:7]([OH:9])[OH:8])[CH:4]=[CH:5][CH:6]=1, predict the reactants needed to synthesize it. (7) Given the product [C:1]([O:5][C:6](=[O:19])[NH:7][C:8]1[CH:13]=[CH:12][C:11]([C:14]([F:17])([F:16])[F:15])=[CH:10][C:9]=1[NH:18][C:25](=[O:24])[CH2:26][C:27]([C:29]1[CH:34]=[CH:33][CH:32]=[C:31]([C:35]2[CH:40]=[C:39]([CH2:41][O:42][CH:43]3[CH2:48][CH2:47][CH2:46][CH2:45][O:44]3)[N:38]=[C:37]([CH3:49])[CH:36]=2)[CH:30]=1)=[O:28])([CH3:4])([CH3:2])[CH3:3], predict the reactants needed to synthesize it. The reactants are: [C:1]([O:5][C:6](=[O:19])[NH:7][C:8]1[CH:13]=[CH:12][C:11]([C:14]([F:17])([F:16])[F:15])=[CH:10][C:9]=1[NH2:18])([CH3:4])([CH3:3])[CH3:2].C([O:24][C:25](=O)[CH2:26][C:27]([C:29]1[CH:34]=[CH:33][CH:32]=[C:31]([C:35]2[CH:40]=[C:39]([CH2:41][O:42][CH:43]3[CH2:48][CH2:47][CH2:46][CH2:45][O:44]3)[N:38]=[C:37]([CH3:49])[CH:36]=2)[CH:30]=1)=[O:28])(C)(C)C. (8) Given the product [OH:21][CH:3]([CH2:4][C:5]1[CH:20]=[CH:19][CH:18]=[C:7]([CH2:8][CH2:9][C:10]([OH:17])([CH2:14][CH2:15][CH3:16])[CH2:11][CH2:12][CH3:13])[CH:6]=1)[CH2:2][NH:1][C:27](=[O:28])[O:26][C:23]([CH3:25])([CH3:24])[CH3:22], predict the reactants needed to synthesize it. The reactants are: [NH2:1][CH2:2][CH:3]([OH:21])[CH2:4][C:5]1[CH:6]=[C:7]([CH:18]=[CH:19][CH:20]=1)[CH2:8][CH2:9][C:10]([OH:17])([CH2:14][CH2:15][CH3:16])[CH2:11][CH2:12][CH3:13].[CH3:22][C:23]([O:26][C:27](O[C:27]([O:26][C:23]([CH3:25])([CH3:24])[CH3:22])=[O:28])=[O:28])([CH3:25])[CH3:24]. (9) Given the product [F:22][C:23]1[CH:28]=[CH:27][C:26]([O:29][CH3:30])=[CH:25][C:24]=1[C:31]1[C:32]([C:41]([OH:43])=[O:42])=[CH:33][C:34]([N+:38]([O-:40])=[O:39])=[CH:35][CH:36]=1, predict the reactants needed to synthesize it. The reactants are: FC1C=CC(OC)=C(C2C(C(O)=O)=CC([N+]([O-])=O)=CC=2)C=1.[F:22][C:23]1[CH:28]=[CH:27][C:26]([O:29][CH3:30])=[CH:25][C:24]=1[C:31]1[C:32]([C:41]([O:43]C)=[O:42])=[CH:33][C:34]([N+:38]([O-:40])=[O:39])=[CH:35][C:36]=1C. (10) The reactants are: [C:1]([O:5][C:6](=[O:12])[NH:7][CH2:8][CH2:9][CH2:10][NH2:11])([CH3:4])([CH3:3])[CH3:2].[CH3:13][O:14][C:15]([C:17]1[CH:18]=[CH:19][N:20]2[C:25]=1[C:24](=[O:26])[N:23]([CH2:27][C:28]1[CH:33]=[CH:32][CH:31]=[CH:30][CH:29]=1)[C:22]([CH:34](OS(C)(=O)=O)[CH2:35][CH3:36])=[N:21]2)=[O:16].C(N(CC)CC)C. Given the product [CH3:13][O:14][C:15]([C:17]1[CH:18]=[CH:19][N:20]2[C:25]=1[C:24](=[O:26])[N:23]([CH2:27][C:28]1[CH:33]=[CH:32][CH:31]=[CH:30][CH:29]=1)[C:22]([CH:34]([NH:11][CH2:10][CH2:9][CH2:8][NH:7][C:6]([O:5][C:1]([CH3:4])([CH3:2])[CH3:3])=[O:12])[CH2:35][CH3:36])=[N:21]2)=[O:16], predict the reactants needed to synthesize it.